Task: Predict the reactants needed to synthesize the given product.. Dataset: Full USPTO retrosynthesis dataset with 1.9M reactions from patents (1976-2016) (1) Given the product [F:52][C:20]([F:19])([F:51])[O:21][C:22]1[CH:27]=[CH:26][C:25]([C:28]2[CH:36]=[C:35]3[C:31]([C:32]([NH:45][C:46](=[O:50])[CH2:47][CH2:48][CH3:49])=[N:33][NH:34]3)=[CH:30][CH:29]=2)=[CH:24][CH:23]=1, predict the reactants needed to synthesize it. The reactants are: [F-].C([N+](CCCC)(CCCC)CCCC)CCC.[F:19][C:20]([F:52])([F:51])[O:21][C:22]1[CH:27]=[CH:26][C:25]([C:28]2[CH:36]=[C:35]3[C:31]([C:32]([NH:45][C:46](=[O:50])[CH2:47][CH2:48][CH3:49])=[N:33][N:34]3COCC[Si](C)(C)C)=[CH:30][CH:29]=2)=[CH:24][CH:23]=1.C(OCC)(=O)C. (2) Given the product [C:10]([C:12]1[CH:13]=[C:14]([CH:15]=[CH:16][CH:17]=1)[O:18][C:2]1[C:7]([O:8][CH3:9])=[CH:6][CH:5]=[CH:4][N:3]=1)#[N:11], predict the reactants needed to synthesize it. The reactants are: Br[C:2]1[C:7]([O:8][CH3:9])=[CH:6][CH:5]=[CH:4][N:3]=1.[C:10]([C:12]1[CH:13]=[C:14]([OH:18])[CH:15]=[CH:16][CH:17]=1)#[N:11].C(=O)([O-])[O-].[K+].[K+].C(OCC)(=O)C. (3) Given the product [La+3:66].[OH:46][C:45]1[C:44](=[O:47])[CH:43]=[CH:42][N:41]([CH2:48][CH2:49][O:50][CH3:51])[C:40]=1[C:38]([N:19]([C:20]([NH:34][C:35]([OH:37])=[O:36])([C:22]1[N:23]([CH2:30][CH2:31][O:32][CH3:33])[CH:24]=[CH:25][C:26](=[O:29])[C:27]=1[OH:28])[CH3:21])[C:13]([NH:15][C:16]([OH:18])=[O:17])([C:3]1[N:4]([CH2:9][CH2:10][O:11][CH3:12])[CH:5]=[CH:6][C:7](=[O:8])[C:2]=1[OH:1])[CH3:14])([NH:52][C:53]([OH:55])=[O:54])[CH3:39], predict the reactants needed to synthesize it. The reactants are: [OH:1][C:2]1[C:7](=[O:8])[CH:6]=[CH:5][N:4]([CH2:9][CH2:10][O:11][CH3:12])[C:3]=1[C:13]([N:19]([C:38]([NH:52][C:53]([OH:55])=[O:54])([C:40]1[N:41]([CH2:48][CH2:49][O:50][CH3:51])[CH:42]=[CH:43][C:44](=[O:47])[C:45]=1[OH:46])[CH3:39])[C:20]([NH:34][C:35]([OH:37])=[O:36])([C:22]1[N:23]([CH2:30][CH2:31][O:32][CH3:33])[CH:24]=[CH:25][C:26](=[O:29])[C:27]=1[OH:28])[CH3:21])([NH:15][C:16]([OH:18])=[O:17])[CH3:14].O.O.O.O.O.O.[N+]([O-])([O-])=O.[La+3:66].[N+]([O-])([O-])=O.[N+]([O-])([O-])=O.N1C=CC=CC=1. (4) The reactants are: [NH2:1][C:2]([C:4]1[CH:5]=[C:6]([Br:26])[CH:7]=[C:8]2[C:12]=1[NH:11][CH:10]=[C:9]2[CH:13]1[CH2:18][CH2:17][N:16](C(OC(C)(C)C)=O)[CH2:15][CH2:14]1)=[O:3]. Given the product [Br:26][C:6]1[CH:7]=[C:8]2[C:12](=[C:4]([C:2]([NH2:1])=[O:3])[CH:5]=1)[NH:11][CH:10]=[C:9]2[CH:13]1[CH2:18][CH2:17][NH:16][CH2:15][CH2:14]1, predict the reactants needed to synthesize it. (5) Given the product [CH2:1]([O:3][C:4]([C:6]1[C:11]([CH2:12][Br:13])=[N:10][CH:9]=[CH:8][N:7]=1)=[O:5])[CH3:2], predict the reactants needed to synthesize it. The reactants are: [CH2:1]([O:3][C:4]([C:6]1[C:11]([CH3:12])=[N:10][CH:9]=[CH:8][N:7]=1)=[O:5])[CH3:2].[Br:13]N1C(=O)CCC1=O.N(C(C)(C)C#N)=NC(C)(C)C#N.